Dataset: Retrosynthesis with 50K atom-mapped reactions and 10 reaction types from USPTO. Task: Predict the reactants needed to synthesize the given product. (1) The reactants are: OCc1cccc(CBr)c1. Given the product O=Cc1cccc(CBr)c1, predict the reactants needed to synthesize it. (2) Given the product Fc1ccc(CC2CO2)cc1, predict the reactants needed to synthesize it. The reactants are: C=CCc1ccc(F)cc1.O=C([O-])[O-]. (3) Given the product CSCCCOc1ccc(Br)cc1, predict the reactants needed to synthesize it. The reactants are: CSCCCO.Oc1ccc(Br)cc1. (4) Given the product CCCC[C@H](CN(C=O)OCc1ccccc1)C(=O)N1[C@H](C(=O)Nc2ccccn2)CCN1C(=O)OCc1ccccc1, predict the reactants needed to synthesize it. The reactants are: CCCC[C@H](CN(C=O)OCc1ccccc1)C(=O)N1[C@H](C(=O)O)CCN1C(=O)OCc1ccccc1.Nc1ccccn1.